Dataset: Full USPTO retrosynthesis dataset with 1.9M reactions from patents (1976-2016). Task: Predict the reactants needed to synthesize the given product. (1) Given the product [CH2:32]([N:29]1[C:24]2=[N:25][C:26]([CH2:27][CH3:28])=[C:21]([CH2:20][NH:11][C:12]([C:14]3([C:17]([NH:19][CH2:55][C:51]4[CH:50]=[CH:49][C:54]([O:73][CH3:70])=[C:53]([C:49]5[CH:54]=[CH:53][CH:52]=[C:51]([CH2:55][CH:56]6[CH2:57][CH2:58][N:59]([C:62]([O:64][C:65]([CH3:68])([CH3:67])[CH3:66])=[O:63])[CH2:60][CH2:61]6)[CH:50]=5)[CH:52]=4)=[O:18])[CH2:15][CH2:16]3)=[O:13])[C:22]([NH:34][CH:35]3[CH2:36][CH2:37][O:38][CH2:39][CH2:40]3)=[C:23]2[CH:31]=[N:30]1)[CH3:33], predict the reactants needed to synthesize it. The reactants are: BrC1C=C(C[N:11]([CH2:20][C:21]2[C:22]([NH:34][CH:35]3[CH2:40][CH2:39][O:38][CH2:37][CH2:36]3)=[C:23]3[CH:31]=[N:30][N:29]([CH2:32][CH3:33])[C:24]3=[N:25][C:26]=2[CH2:27][CH3:28])[C:12]([C:14]2([C:17]([NH2:19])=[O:18])[CH2:16][CH2:15]2)=[O:13])C=CC=1OC.CC1(C)C(C)(C)OB([C:49]2[CH:50]=[C:51]([CH2:55][CH:56]3[CH2:61][CH2:60][N:59]([C:62]([O:64][C:65]([CH3:68])([CH3:67])[CH3:66])=[O:63])[CH2:58][CH2:57]3)[CH:52]=[CH:53][CH:54]=2)O1.[C:70]([O-:73])([O-])=O.[Na+].[Na+]. (2) Given the product [CH2:1]([C:3]1[C:8](=[O:9])[NH:7][C:6]([CH3:10])=[C:5]([C:11]2[S:15][C:14]([S:16]([N:29]3[CH2:30][CH2:31][N:26]([C:20]4[CH:25]=[CH:24][CH:23]=[CH:22][CH:21]=4)[CH2:27][CH2:28]3)(=[O:18])=[O:17])=[CH:13][CH:12]=2)[CH:4]=1)[CH3:2], predict the reactants needed to synthesize it. The reactants are: [CH2:1]([C:3]1[C:8](=[O:9])[NH:7][C:6]([CH3:10])=[C:5]([C:11]2[S:15][C:14]([S:16](Cl)(=[O:18])=[O:17])=[CH:13][CH:12]=2)[CH:4]=1)[CH3:2].[C:20]1([N:26]2[CH2:31][CH2:30][NH:29][CH2:28][CH2:27]2)[CH:25]=[CH:24][CH:23]=[CH:22][CH:21]=1.C(OCC)(=O)C. (3) Given the product [F:37][C:36]([F:39])([F:38])[S:33]([O:21][CH2:20][CH2:19][N:16]1[C:17]([CH3:18])=[C:13]([CH2:12][C:11]([NH:10][CH2:9][C:3]2[CH:4]=[CH:5][C:6]([F:8])=[CH:7][C:2]=2[Cl:1])=[O:23])[C:14]([CH3:22])=[N:15]1)(=[O:35])=[O:34], predict the reactants needed to synthesize it. The reactants are: [Cl:1][C:2]1[CH:7]=[C:6]([F:8])[CH:5]=[CH:4][C:3]=1[CH2:9][NH:10][C:11](=[O:23])[CH2:12][C:13]1[C:14]([CH3:22])=[N:15][N:16]([CH2:19][CH2:20][OH:21])[C:17]=1[CH3:18].C(N(C(C)C)CC)(C)C.[S:33](O[S:33]([C:36]([F:39])([F:38])[F:37])(=[O:35])=[O:34])([C:36]([F:39])([F:38])[F:37])(=[O:35])=[O:34].O. (4) Given the product [Cl:1][C:2]1[CH:3]=[C:4]([C@:8]([C@@H:16]2[CH2:21][CH2:20][CH2:19][N:18]([C:22]([NH:24][CH:25]([CH2:38][C:39]3([OH:45])[CH2:40][CH2:41][CH2:42][CH2:43][CH2:44]3)[CH2:26][NH:27][CH3:28])=[O:23])[CH2:17]2)([OH:15])[CH2:9][CH2:10][CH2:11][CH2:12][O:13][CH3:14])[CH:5]=[CH:6][CH:7]=1, predict the reactants needed to synthesize it. The reactants are: [Cl:1][C:2]1[CH:3]=[C:4]([C@:8]([C@@H:16]2[CH2:21][CH2:20][CH2:19][N:18]([C:22]([NH:24][CH:25]([CH2:38][C:39]3([OH:45])[CH2:44][CH2:43][CH2:42][CH2:41][CH2:40]3)[CH2:26][N:27](C)[C:28](OCC[Si](C)(C)C)=O)=[O:23])[CH2:17]2)([OH:15])[CH2:9][CH2:10][CH2:11][CH2:12][O:13][CH3:14])[CH:5]=[CH:6][CH:7]=1.[N+](CC)(CC)(CC)CC.[F-]. (5) Given the product [CH:1]1([C:4]2[C:5]([O:18][CH2:19][C:20]34[CH2:26][CH:25]3[CH2:24][CH:23]([OH:27])[CH2:22][CH2:21]4)=[CH:6][C:7]([F:17])=[C:8]([CH:16]=2)[C:9]([O:11][C:12]([CH3:15])([CH3:14])[CH3:13])=[O:10])[CH2:3][CH2:2]1, predict the reactants needed to synthesize it. The reactants are: [CH:1]1([C:4]2[C:5]([O:18][CH2:19][C:20]34[CH2:26][CH:25]3[CH2:24][C:23](=[O:27])[CH2:22][CH2:21]4)=[CH:6][C:7]([F:17])=[C:8]([CH:16]=2)[C:9]([O:11][C:12]([CH3:15])([CH3:14])[CH3:13])=[O:10])[CH2:3][CH2:2]1.[BH4-].[Na+]. (6) Given the product [CH:17](/[C:11]1[N:12]=[CH:13][C:14]2[C:9]([CH:10]=1)=[C:8]1[C:7](=[CH:16][CH:15]=2)[C:6]2[C:26](=[O:27])[NH:2][O:3][CH2:4][C:5]=2[NH:25]1)=[CH:18]\[C:19]1[CH:24]=[CH:23][CH:22]=[CH:21][CH:20]=1, predict the reactants needed to synthesize it. The reactants are: Cl.[NH2:2][O:3][CH2:4][C:5]1[NH:25][C:8]2=[C:9]3[C:14](=[CH:15][CH:16]=[C:7]2[C:6]=1[C:26](O)=[O:27])[CH:13]=[N:12][C:11](/[CH:17]=[CH:18]/[C:19]1[CH:24]=[CH:23][CH:22]=[CH:21][CH:20]=1)=[CH:10]3.C1C=CC2N(O)N=NC=2C=1.CN(C)CCCN=C=NCC. (7) Given the product [Cl:1][C:2]1[CH:28]=[CH:27][C:5]2[N:6]=[C:7]([N:9]3[CH2:14][CH2:13][N:12]([CH2:15][C:16]4[CH:17]=[CH:18][C:19]([CH3:20])=[C:35]([OH:30])[CH:34]=4)[CH2:11][CH2:10]3)[S:8][C:4]=2[CH:3]=1, predict the reactants needed to synthesize it. The reactants are: [Cl:1][C:2]1[CH:28]=[CH:27][C:5]2[N:6]=[C:7]([N:9]3[CH2:14][CH2:13][N:12]([CH2:15][C:16]4C=[CH:20][CH:19]=[C:18](C)[C:17]=4OCOC)[CH2:11][CH2:10]3)[S:8][C:4]=2[CH:3]=1.Cl.[O:30]1[CH2:35][CH2:34]OCC1.C(=O)([O-])O.[Na+]. (8) Given the product [CH3:34][C:31]1[C:30]([CH3:35])=[C:29]([NH:28][S:27]([C:22]2[S:23][C:24]([CH3:26])=[CH:25][C:21]=2[C:18]2[CH:17]=[CH:16][C:15]([CH2:14][N:12]3[C:13]4[C:5]([C:3]([OH:4])=[O:2])=[CH:6][CH:7]=[CH:8][C:9]=4[N:10]=[C:11]3[O:38][CH2:39][CH3:40])=[CH:20][CH:19]=2)(=[O:37])=[O:36])[O:33][N:32]=1, predict the reactants needed to synthesize it. The reactants are: C[O:2][C:3]([C:5]1[C:13]2[N:12]([CH2:14][C:15]3[CH:20]=[CH:19][C:18]([C:21]4[CH:25]=[C:24]([CH3:26])[S:23][C:22]=4[S:27](=[O:37])(=[O:36])[NH:28][C:29]4[O:33][N:32]=[C:31]([CH3:34])[C:30]=4[CH3:35])=[CH:17][CH:16]=3)[C:11]([O:38][CH2:39][CH3:40])=[N:10][C:9]=2[CH:8]=[CH:7][CH:6]=1)=[O:4].[OH-].[Li+].